Predict the reactants needed to synthesize the given product. From a dataset of Full USPTO retrosynthesis dataset with 1.9M reactions from patents (1976-2016). (1) Given the product [OH:1][CH2:2][C:3]1([O:7][C:8]2[CH:9]=[C:10]([CH:23]=[C:24]([C:26](=[O:34])[NH:27][C:28]3[CH:32]=[CH:31][N:30]([CH3:33])[N:29]=3)[CH:25]=2)[O:11][C:12]2[CH:13]=[CH:14][C:15]([C:18]([OH:20])=[O:19])=[N:16][CH:17]=2)[CH2:4][CH2:5][CH2:6]1, predict the reactants needed to synthesize it. The reactants are: [OH:1][CH2:2][C:3]1([O:7][C:8]2[CH:9]=[C:10]([CH:23]=[C:24]([C:26](=[O:34])[NH:27][C:28]3[CH:32]=[CH:31][N:30]([CH3:33])[N:29]=3)[CH:25]=2)[O:11][C:12]2[CH:13]=[CH:14][C:15]([C:18]([O:20]CC)=[O:19])=[N:16][CH:17]=2)[CH2:6][CH2:5][CH2:4]1.C(O)C.[OH-].[Na+].Cl. (2) Given the product [CH2:28]([O:29][C:17]([C:18]1[NH:26][N:25]=[C:2]([C:4]2[CH:9]=[CH:8][C:7]([C:10]([F:13])([F:12])[F:11])=[CH:6][CH:5]=2)[CH:1]=1)=[O:16])[CH3:27], predict the reactants needed to synthesize it. The reactants are: [CH3:1][C:2]([C:4]1[CH:9]=[CH:8][C:7]([C:10]([F:13])([F:12])[F:11])=[CH:6][CH:5]=1)=O.[Na].C[O:16][C:17](=O)[C:18](OC)=O.Cl.O.[NH2:25][NH2:26].[CH3:27][CH2:28][OH:29]. (3) Given the product [CH3:1][N:2]([CH2:25][CH2:26][CH2:27][C:28]([NH:36][CH:34]1[CH2:35][O:32][CH2:33]1)=[O:29])[C:3]([C:5]1[CH:6]=[C:7]2[C:15](=[CH:16][CH:17]=1)[N:14]([CH3:18])[C:13]1[CH2:12][CH2:11][CH:10]([CH:19]3[CH2:24][CH2:23][O:22][CH2:21][CH2:20]3)[CH2:9][C:8]2=1)=[O:4], predict the reactants needed to synthesize it. The reactants are: [CH3:1][N:2]([CH2:25][CH2:26][CH2:27][C:28](O)=[O:29])[C:3]([C:5]1[CH:6]=[C:7]2[C:15](=[CH:16][CH:17]=1)[N:14]([CH3:18])[C:13]1[CH2:12][CH2:11][C@@H:10]([CH:19]3[CH2:24][CH2:23][O:22][CH2:21][CH2:20]3)[CH2:9][C:8]2=1)=[O:4].Cl.[O:32]1[CH2:35][CH:34]([NH2:36])[CH2:33]1.CN(C(ON1N=NC2C=CC=NC1=2)=[N+](C)C)C.F[P-](F)(F)(F)(F)F.C(N(CC)C(C)C)(C)C. (4) Given the product [CH2:4]([O:5][C:6](=[O:8])[NH:37][C@H:27]1[C@H:28]([C:30]2[CH:35]=[CH:34][CH:33]=[C:32]([F:36])[CH:31]=2)[CH2:29][N:25]([CH2:18][C:19]2[CH:24]=[CH:23][CH:22]=[CH:21][CH:20]=2)[CH2:26]1)[CH2:3][CH3:38], predict the reactants needed to synthesize it. The reactants are: C[Si](C)(C)[CH2:3][CH2:4][O:5][C:6]([O:8]N1C(=O)CCC1=O)=O.[CH2:18]([N:25]1[CH2:29][C@@H:28]([C:30]2[CH:35]=[CH:34][CH:33]=[C:32]([F:36])[CH:31]=2)[C@H:27]([NH2:37])[CH2:26]1)[C:19]1[CH:24]=[CH:23][CH:22]=[CH:21][CH:20]=1.[CH3:38]CN(C(C)C)C(C)C.